Dataset: Catalyst prediction with 721,799 reactions and 888 catalyst types from USPTO. Task: Predict which catalyst facilitates the given reaction. (1) Reactant: [CH3:1][C:2]1[C:3]([CH2:9][N:10]([CH2:16][C:17]2[C:22]([CH:23]([CH3:25])[CH3:24])=[CH:21][CH:20]=[CH:19][N:18]=2)[CH2:11][CH2:12][CH2:13][CH2:14][NH2:15])=[N:4][CH:5]=[C:6]([CH3:8])[CH:7]=1.C[Si]([N:30]=[C:31]=[O:32])(C)C. Product: [CH3:1][C:2]1[C:3]([CH2:9][N:10]([CH2:16][C:17]2[C:22]([CH:23]([CH3:25])[CH3:24])=[CH:21][CH:20]=[CH:19][N:18]=2)[CH2:11][CH2:12][CH2:13][CH2:14][NH:15][C:31]([NH2:30])=[O:32])=[N:4][CH:5]=[C:6]([CH3:8])[CH:7]=1. The catalyst class is: 41. (2) Reactant: C([O-])=O.[NH4+].C([N:12]1[CH2:17][CH2:16][CH:15]([N:18]([CH3:30])[C:19]([C:21]2[CH:22]=[C:23]3[C:27](=[CH:28][CH:29]=2)[NH:26][N:25]=[CH:24]3)=[O:20])[CH2:14][CH2:13]1)C1C=CC=CC=1. Product: [CH3:30][N:18]([CH:15]1[CH2:16][CH2:17][NH:12][CH2:13][CH2:14]1)[C:19]([C:21]1[CH:22]=[C:23]2[C:27](=[CH:28][CH:29]=1)[NH:26][N:25]=[CH:24]2)=[O:20]. The catalyst class is: 29. (3) Reactant: [Cl:1][C:2]1[N:3]=[N:4][C:5]([NH:8][NH2:9])=[CH:6][CH:7]=1.[CH2:10]([O:12][C:13](=[O:25])[C:14](=O)[CH2:15][C:16]([C:18]1[CH:23]=[CH:22][CH:21]=[CH:20][N:19]=1)=O)[CH3:11].Cl. Product: [CH2:10]([O:12][C:13]([C:14]1[CH:15]=[C:16]([C:18]2[CH:23]=[CH:22][CH:21]=[CH:20][N:19]=2)[N:8]([C:5]2[N:4]=[N:3][C:2]([Cl:1])=[CH:7][CH:6]=2)[N:9]=1)=[O:25])[CH3:11]. The catalyst class is: 8. (4) Reactant: [Li+].[OH-].C[O:4][C:5](=[O:27])[CH2:6][C:7]1[CH:12]=[CH:11][C:10]([O:13][CH2:14][C:15]([C:17]23[CH2:26][CH:21]4[CH2:22][CH:23]([CH2:25][CH:19]([CH2:20]4)[CH2:18]2)[CH2:24]3)=[O:16])=[CH:9][CH:8]=1. Product: [C:17]12([C:15](=[O:16])[CH2:14][O:13][C:10]3[CH:9]=[CH:8][C:7]([CH2:6][C:5]([OH:27])=[O:4])=[CH:12][CH:11]=3)[CH2:18][CH:19]3[CH2:20][CH:21]([CH2:22][CH:23]([CH2:25]3)[CH2:24]1)[CH2:26]2. The catalyst class is: 72. (5) Reactant: [CH3:1][NH:2][C:3]1[S:4][C:5]2[CH:11]=[CH:10][C:9]([N+:12]([O-])=O)=[CH:8][C:6]=2[N:7]=1.Cl[Sn]Cl.CO.O. Product: [CH3:1][NH:2][C:3]1[S:4][C:5]2[CH:11]=[CH:10][C:9]([NH2:12])=[CH:8][C:6]=2[N:7]=1. The catalyst class is: 56. (6) Reactant: C[O:2][C:3]1[CH:4]=[N:5][CH:6]=[C:7]([O:9][C:10]2[CH:15]=[CH:14][CH:13]=[CH:12][CH:11]=2)[CH:8]=1.Cl.[NH+]1C=CC=CC=1.[OH-].[Na+]. Product: [O:9]([C:7]1[CH:8]=[C:3]([OH:2])[CH:4]=[N:5][CH:6]=1)[C:10]1[CH:15]=[CH:14][CH:13]=[CH:12][CH:11]=1. The catalyst class is: 5. (7) Reactant: [Na:1].[CH2:2]1[O:4][CH2:3]1.[C:5]([OH:10])(=[O:9])[C:6]([CH3:8])=[CH2:7].[CH2:11]=[CH:12][C:13]1[CH:18]=[CH:17][CH:16]=[CH:15][CH:14]=1.[C:19]([O:23][CH2:24][CH2:25][CH2:26][CH3:27])(=[O:22])[CH:20]=[CH2:21].C(OCCCC)(=O)CS.[S:37]([O:41][O:40][S:37]([O-:41])(=[O:39])=[O:38])([O-:40])(=[O:39])=[O:38].[NH4+].[NH4+]. Product: [CH:11]([CH2:7][C:6](=[CH2:8])[C:5]([OH:10])=[O:9])=[CH:12][C:13]1[CH:18]=[CH:17][CH:16]=[CH:15][CH:14]=1.[C:19]([O:23][CH2:24][CH2:25][CH2:26][CH3:27])(=[O:22])[CH:20]=[CH2:21].[Na:1].[S:37]([O-:41])([O-:40])(=[O:39])=[O:38].[C:5]([OH:10])(=[O:9])[C:6]([CH3:8])=[CH2:7].[CH2:3]1[O:4][CH2:2]1. The catalyst class is: 6.